From a dataset of Reaction yield outcomes from USPTO patents with 853,638 reactions. Predict the reaction yield, written as a fraction of the theoretical maximum amount of product (1.0 means a 100% yield; for example, 0.34 means a 34% yield). (1) The reactants are [OH:1][C:2]1[C:10]([N+:11]([O-:13])=[O:12])=[CH:9][C:5]([C:6]([OH:8])=O)=[CH:4][C:3]=1[O:14][CH3:15].[Cl:16][C:17]1[N:26]=[C:25]([CH3:27])[C:24]([Cl:28])=[C:23]([CH3:29])[C:18]=1/[C:19](=[N:21]/O)/[NH2:20].N1C=CC=CC=1.Cl. The catalyst is S(Cl)(Cl)=O. The product is [Cl:16][C:17]1[C:18]([C:19]2[N:20]=[C:6]([C:5]3[CH:9]=[C:10]([N+:11]([O-:13])=[O:12])[C:2]([OH:1])=[C:3]([O:14][CH3:15])[CH:4]=3)[O:8][N:21]=2)=[C:23]([CH3:29])[C:24]([Cl:28])=[C:25]([CH3:27])[N:26]=1. The yield is 0.620. (2) The reactants are [Br:1][C:2]1[CH:7]=[C:6]([C:8]([F:17])([C:13]([F:16])([F:15])[F:14])[C:9]([F:12])([F:11])[F:10])[CH:5]=[C:4]([C:18]([F:21])([F:20])[F:19])[C:3]=1[NH:22][C:23](=[O:34])[C:24]1[CH:29]=[CH:28][CH:27]=[C:26]([N+:30]([O-])=O)[C:25]=1[F:33].Cl.[OH-].[Na+]. The product is [NH2:30][C:26]1[C:25]([F:33])=[C:24]([CH:29]=[CH:28][CH:27]=1)[C:23]([NH:22][C:3]1[C:4]([C:18]([F:20])([F:21])[F:19])=[CH:5][C:6]([C:8]([F:17])([C:9]([F:10])([F:11])[F:12])[C:13]([F:14])([F:15])[F:16])=[CH:7][C:2]=1[Br:1])=[O:34]. The catalyst is C(O)C. The yield is 0.990. (3) The reactants are [NH:1]1[C:9]2[C:4](=[CH:5][CH:6]=[CH:7][CH:8]=2)[C:3]([CH2:10][C@H:11]([NH:15][C:16](=[O:26])[CH2:17][CH2:18][CH2:19][C:20]2[CH:25]=[CH:24][CH:23]=[CH:22][CH:21]=2)[C:12]([OH:14])=O)=[CH:2]1.[OH:27][N:28]1[C:32](=[O:33])[CH2:31][CH2:30][C:29]1=[O:34].C1(N=C=NC2CCCCC2)CCCCC1.[NH2:50][CH2:51][CH2:52][CH2:53][CH2:54][CH2:55][C:56](O)=[O:57].C([O-])(O)=O.[Na+]. The catalyst is C(#N)C.O. The product is [O:34]=[C:29]1[CH2:30][CH2:31][C:32](=[O:33])[N:28]1[O:27][C:56](=[O:57])[CH2:55][CH2:54][CH2:53][CH2:52][CH2:51][NH:50][C:12](=[O:14])[C@@H:11]([NH:15][C:16](=[O:26])[CH2:17][CH2:18][CH2:19][C:20]1[CH:25]=[CH:24][CH:23]=[CH:22][CH:21]=1)[CH2:10][C:3]1[C:4]2[C:9](=[CH:8][CH:7]=[CH:6][CH:5]=2)[NH:1][CH:2]=1. The yield is 0.560. (4) The reactants are [CH3:1][O:2][C:3]1[CH:10]=[CH:9][CH:8]=[C:7]([CH3:11])[C:4]=1[CH2:5]O.C(N(CC)CC)C.CS(Cl)(=O)=O.[C:24]1(=[O:34])[NH:28][C:27](=[O:29])[C:26]2=[CH:30][CH:31]=[CH:32][CH:33]=[C:25]12.[K]. The catalyst is C(Cl)Cl.CN(C=O)C.CCOC(C)=O.[Cl-].[Na+].O.O. The product is [CH3:1][O:2][C:3]1[CH:10]=[CH:9][CH:8]=[C:7]([CH3:11])[C:4]=1[CH2:5][C:33]1[CH:32]=[CH:31][CH:30]=[C:26]2[C:27]([NH:28][C:24](=[O:34])[C:25]=12)=[O:29]. The yield is 0.660.